Dataset: Full USPTO retrosynthesis dataset with 1.9M reactions from patents (1976-2016). Task: Predict the reactants needed to synthesize the given product. (1) Given the product [C:1]([O:5][C:6]([C:7]1[C:8]([C:17]2[CH:18]=[CH:19][C:20]([CH3:22])=[CH:21][C:16]=2[F:15])=[CH:9][CH:10]=[CH:11][CH:12]=1)=[O:14])([CH3:4])([CH3:3])[CH3:2], predict the reactants needed to synthesize it. The reactants are: [C:1]([O:5][C:6](=[O:14])[C:7]1[CH:12]=[CH:11][CH:10]=[CH:9][C:8]=1Br)([CH3:4])([CH3:3])[CH3:2].[F:15][C:16]1[CH:21]=[C:20]([CH3:22])[CH:19]=[CH:18][C:17]=1B(O)O.C(O)(C)C.C(=O)([O-])[O-].[Na+].[Na+]. (2) Given the product [C:35]([OH:42])(=[O:41])[CH2:36][CH2:37][C:38]([OH:40])=[O:39].[CH2:30]([N:3]([CH2:1][CH3:2])[CH2:4][CH2:5][NH:6][C:7]([C:9]1[C:17]2[CH2:16][CH2:15][CH2:14]/[C:13](=[C:18]3/[C:19](=[O:28])[NH:20][C:21]4[C:26]/3=[CH:25][C:24]([F:27])=[CH:23][CH:22]=4)/[C:12]=2[NH:11][C:10]=1[CH3:29])=[O:8])[CH3:31], predict the reactants needed to synthesize it. The reactants are: [CH2:1]([N:3]([CH2:30][CH3:31])[CH2:4][CH2:5][NH:6][C:7]([C:9]1[C:17]2[CH2:16][CH2:15][CH2:14]/[C:13](=[C:18]3/[C:19](=[O:28])[NH:20][C:21]4[C:26]/3=[CH:25][C:24]([F:27])=[CH:23][CH:22]=4)/[C:12]=2[NH:11][C:10]=1[CH3:29])=[O:8])[CH3:2].C(#N)C.[C:35]([OH:42])(=[O:41])[CH2:36][CH2:37][C:38]([OH:40])=[O:39]. (3) The reactants are: [C:1]([O:5][C:6]([N:8]1[CH2:14][CH2:13][C:12]2[C:15]([CH2:20][SH:21])=[C:16]([Cl:19])[CH:17]=[CH:18][C:11]=2[CH2:10][CH2:9]1)=[O:7])([CH3:4])([CH3:3])[CH3:2].Br[C:23]1[CH:28]=[CH:27][C:26]([C:29]2[N:30]=[C:31]([NH:34][CH2:35][CH:36]3[CH2:38][CH2:37]3)[S:32][CH:33]=2)=[CH:25][CH:24]=1.CC1(C)C2C(=C(P(C3C=CC=CC=3)C3C=CC=CC=3)C=CC=2)OC2C(P(C3C=CC=CC=3)C3C=CC=CC=3)=CC=CC1=2.C(N(C(C)C)CC)(C)C. Given the product [C:1]([O:5][C:6]([N:8]1[CH2:14][CH2:13][C:12]2[C:15]([CH2:20][S:21][C:23]3[CH:24]=[CH:25][C:26]([C:29]4[N:30]=[C:31]([NH:34][CH2:35][CH:36]5[CH2:37][CH2:38]5)[S:32][CH:33]=4)=[CH:27][CH:28]=3)=[C:16]([Cl:19])[CH:17]=[CH:18][C:11]=2[CH2:10][CH2:9]1)=[O:7])([CH3:4])([CH3:2])[CH3:3], predict the reactants needed to synthesize it. (4) Given the product [Cl:1][C:2]1[CH:3]=[C:4]([C@@:8]([C@@H:17]2[CH2:22][CH2:21][CH2:20][N:19]([C:23]([NH:24][C@@H:25]([CH2:26][CH:27]3[CH2:32][CH2:31][CH2:30][CH2:29][CH2:28]3)[CH2:33][N:34]([CH3:44])[C:35](=[O:36])[O:37][CH2:38][CH2:39][Si:40]([CH3:41])([CH3:42])[CH3:43])=[O:45])[CH2:18]2)([O:10][CH2:11][C:12]([NH:47][CH3:46])=[O:14])[CH3:9])[CH:5]=[CH:6][CH:7]=1, predict the reactants needed to synthesize it. The reactants are: [Cl:1][C:2]1[CH:3]=[C:4]([C@@:8]([C@@H:17]2[CH2:22][CH2:21][CH2:20][N:19]([C:23](=[O:45])[NH:24][C@H:25]([CH2:33][N:34]([CH3:44])[C:35]([O:37][CH2:38][CH2:39][Si:40]([CH3:43])([CH3:42])[CH3:41])=[O:36])[CH2:26][CH:27]3[CH2:32][CH2:31][CH2:30][CH2:29][CH2:28]3)[CH2:18]2)([O:10][CH2:11][C:12]([O:14]CC)=O)[CH3:9])[CH:5]=[CH:6][CH:7]=1.[CH3:46][NH2:47]. (5) Given the product [Br:3][C:11]1[C:10]2[C:15](=[CH:16][C:7]([Cl:6])=[CH:8][CH:9]=2)[N:14]=[C:13]([C:17]2[CH:22]=[CH:21][CH:20]=[CH:19][CH:18]=2)[CH:12]=1, predict the reactants needed to synthesize it. The reactants are: P(Br)(Br)([Br:3])=O.[Cl:6][C:7]1[CH:16]=[C:15]2[C:10]([C:11](O)=[CH:12][C:13]([C:17]3[CH:22]=[CH:21][CH:20]=[CH:19][CH:18]=3)=[N:14]2)=[CH:9][CH:8]=1.CN(C=O)C.C. (6) Given the product [Cl:38][C:33]1[CH:32]=[C:31]([CH:25]2[CH2:24][CH2:23][CH2:22][N:10]3[N:9]=[C:7]([C:6]4[CH:11]=[CH:12][C:13]([C:14]5[O:18][C:17]([CH3:19])=[N:16][CH:15]=5)=[C:4]([O:3][CH3:2])[CH:5]=4)[N:30]=[C:26]23)[CH:36]=[CH:35][C:34]=1[Cl:37], predict the reactants needed to synthesize it. The reactants are: Cl.[CH3:2][O:3][C:4]1[CH:5]=[C:6]([CH:11]=[CH:12][C:13]=1[C:14]1[O:18][C:17]([CH3:19])=[N:16][CH:15]=1)[C:7]([NH:9][NH2:10])=O.Cl.Cl[CH2:22][CH2:23][CH2:24][CH:25]([C:31]1[CH:36]=[CH:35][C:34]([Cl:37])=[C:33]([Cl:38])[CH:32]=1)[C:26](=[NH:30])OCC.N1C=CN=C1. (7) Given the product [O:27]=[C:25]1[NH:24][C:23]2[CH:28]=[CH:29][C:20]([C:18]3[CH2:17][S:16][C:13]4=[N:14][N:15]=[C:11]([C:4]5[CH:5]=[CH:6][C:7]([O:9][CH3:10])=[CH:8][C:3]=5[O:2][CH3:1])[N:12]4[N:30]=3)=[CH:21][C:22]=2[O:26]1, predict the reactants needed to synthesize it. The reactants are: [CH3:1][O:2][C:3]1[CH:8]=[C:7]([O:9][CH3:10])[CH:6]=[CH:5][C:4]=1[C:11]1[N:12]([NH2:30])[C:13]([S:16][CH2:17][C:18]([C:20]2[CH:29]=[CH:28][C:23]3[NH:24][C:25](=[O:27])[O:26][C:22]=3[CH:21]=2)=O)=[N:14][N:15]=1.ClCC(C1C=CC2NC(=O)OC=2C=1)=O.NN1C(C2C=CC(OC)=CC=2OC)=NN=C1S.